Dataset: Peptide-MHC class II binding affinity with 134,281 pairs from IEDB. Task: Regression. Given a peptide amino acid sequence and an MHC pseudo amino acid sequence, predict their binding affinity value. This is MHC class II binding data. The peptide sequence is ERNVTVTHSVNLLEEKH. The MHC is DRB1_0701 with pseudo-sequence DRB1_0701. The binding affinity (normalized) is 0.449.